Task: Predict which catalyst facilitates the given reaction.. Dataset: Catalyst prediction with 721,799 reactions and 888 catalyst types from USPTO (1) Reactant: [OH-].[Na+].[CH:3]1([C:9]2[C:10]3[CH:11]=[CH:12][C:13]([C:35]([O:37]C)=[O:36])=[CH:14][C:15]=3[N:16]3[CH2:22][CH:21]([C:23]([N:25]4[CH2:30][CH2:29][O:28][CH2:27][CH2:26]4)=[O:24])[CH2:20][C:19]4[CH:31]=[CH:32][CH:33]=[CH:34][C:18]=4[C:17]=23)[CH2:8][CH2:7][CH2:6][CH2:5][CH2:4]1.Cl. Product: [CH:3]1([C:9]2[C:10]3[CH:11]=[CH:12][C:13]([C:35]([OH:37])=[O:36])=[CH:14][C:15]=3[N:16]3[CH2:22][CH:21]([C:23]([N:25]4[CH2:26][CH2:27][O:28][CH2:29][CH2:30]4)=[O:24])[CH2:20][C:19]4[CH:31]=[CH:32][CH:33]=[CH:34][C:18]=4[C:17]=23)[CH2:4][CH2:5][CH2:6][CH2:7][CH2:8]1. The catalyst class is: 111. (2) The catalyst class is: 804. Reactant: [C:1]([C:3]1[S:4][C:5]([C:9]([O:11][CH2:12][CH3:13])=[O:10])=[C:6]([CH3:8])[N:7]=1)#[CH:2].[N:14]([CH2:17][C:18]([C:21]1[CH:26]=[CH:25][CH:24]=[CH:23][CH:22]=1)([F:20])[F:19])=[N+:15]=[N-:16].C(N(CC)C(C)C)(C)C. Product: [F:19][C:18]([F:20])([C:21]1[CH:22]=[CH:23][CH:24]=[CH:25][CH:26]=1)[CH2:17][N:14]1[CH:2]=[C:1]([C:3]2[S:4][C:5]([C:9]([O:11][CH2:12][CH3:13])=[O:10])=[C:6]([CH3:8])[N:7]=2)[N:16]=[N:15]1. (3) Reactant: [C:1]([CH2:3][C:4]1[CH:9]=[CH:8][C:7](B(O)O)=[CH:6][CH:5]=1)#[N:2].I[C:14]1[C:22]2[C:17](=[N:18][CH:19]=[N:20][C:21]=2[NH2:23])[N:16]([CH:24]([CH3:26])[CH3:25])[N:15]=1.C([O-])([O-])=O.[Na+].[Na+]. Product: [NH2:23][C:21]1[N:20]=[CH:19][N:18]=[C:17]2[N:16]([CH:24]([CH3:26])[CH3:25])[N:15]=[C:14]([C:7]3[CH:8]=[CH:9][C:4]([CH2:3][C:1]#[N:2])=[CH:5][CH:6]=3)[C:22]=12. The catalyst class is: 414. (4) Reactant: [CH3:1][CH2:2][NH:3][C@@H:4]1[C:11]2[CH:12]=[C:13]([S:15]([NH2:18])(=[O:17])=[O:16])[S:14][C:10]=2[S:7](=[O:9])(=[O:8])[C@@H:6]([CH3:19])[CH2:5]1.C1(C)C=CC(C([C@@:28]([C:44]([OH:46])=[O:45])([OH:43])[C@@:29](C(C2C=CC(C)=CC=2)=O)([OH:33])[C:30]([OH:32])=[O:31])=O)=CC=1. Product: [CH3:1][CH2:2][NH:3][C@@H:4]1[C:11]2[CH:12]=[C:13]([S:15]([NH2:18])(=[O:17])=[O:16])[S:14][C:10]=2[S:7](=[O:8])(=[O:9])[C@@H:6]([CH3:19])[CH2:5]1.[C:30]([CH:29]([CH:28]([C:44]([O-:46])=[O:45])[OH:43])[OH:33])([O-:32])=[O:31]. The catalyst class is: 41. (5) Reactant: [Si]([O:8][CH2:9][C:10]1([CH3:36])[S:16][CH2:15][CH2:14][N:13]2[C:17]([C:20]3([C:23]4[CH:28]=[CH:27][C:26]([C:29]5[C:34]([F:35])=[CH:33][CH:32]=[CH:31][N:30]=5)=[CH:25][CH:24]=4)[CH2:22][CH2:21]3)=[N:18][N:19]=[C:12]2[CH2:11]1)(C(C)(C)C)(C)C.Cl. Product: [F:35][C:34]1[C:29]([C:26]2[CH:25]=[CH:24][C:23]([C:20]3([C:17]4[N:13]5[CH2:14][CH2:15][S:16][C:10]([CH2:9][OH:8])([CH3:36])[CH2:11][C:12]5=[N:19][N:18]=4)[CH2:22][CH2:21]3)=[CH:28][CH:27]=2)=[N:30][CH:31]=[CH:32][CH:33]=1. The catalyst class is: 5. (6) The catalyst class is: 14. Product: [Br:13][C:9]1[CH:8]=[C:7]([CH:12]=[CH:11][CH:10]=1)[CH2:6][C:2]1[S:21][C:15]([C:16]([O:18][CH2:19][CH3:20])=[O:17])=[N:14][C:3]=1[CH3:4]. Reactant: Br[CH:2]([CH2:6][C:7]1[CH:12]=[CH:11][CH:10]=[C:9]([Br:13])[CH:8]=1)[C:3](=O)[CH3:4].[NH2:14][C:15](=[S:21])[C:16]([O:18][CH2:19][CH3:20])=[O:17]. (7) Reactant: [CH3:1][C:2]1[CH:7]=[CH:6][N:5]2[C:8]([C:11]3[CH:16]=[CH:15][CH:14]=[C:13](B4OC(C)(C)C(C)(C)O4)[CH:12]=3)=[CH:9][N:10]=[C:4]2[N:3]=1.Br[C:27]1[CH:28]=[C:29]([C:33]2[N:37]=[C:36]([CH3:38])[O:35][N:34]=2)[CH:30]=[CH:31][CH:32]=1.P([O-])([O-])([O-])=O.[K+].[K+].[K+]. Product: [CH3:1][C:2]1[CH:7]=[CH:6][N:5]2[C:8]([C:11]3[CH:12]=[C:13]([C:31]4[CH:32]=[CH:27][CH:28]=[C:29]([C:33]5[N:37]=[C:36]([CH3:38])[O:35][N:34]=5)[CH:30]=4)[CH:14]=[CH:15][CH:16]=3)=[CH:9][N:10]=[C:4]2[N:3]=1. The catalyst class is: 77. (8) Reactant: [F:1][C:2]1[CH:7]=[CH:6][C:5](B(O)O)=[CH:4][CH:3]=1.[F-].[Cs+].[CH:13]1([C:16]2[CH:17]=[C:18]([CH:21]=[C:22]([O:25][CH2:26][CH2:27][C:28]([F:31])([F:30])[F:29])[C:23]=2I)[CH:19]=[O:20])[CH2:15][CH2:14]1.O. Product: [CH:13]1([C:16]2[CH:17]=[C:18]([CH:19]=[O:20])[CH:21]=[C:22]([O:25][CH2:26][CH2:27][C:28]([F:29])([F:30])[F:31])[C:23]=2[C:5]2[CH:6]=[CH:7][C:2]([F:1])=[CH:3][CH:4]=2)[CH2:15][CH2:14]1. The catalyst class is: 57. (9) Reactant: [CH3:1][C@H:2]1[C@@:11]2([CH3:27])[C@H:12]([O:22][C:23]([CH2:25][OH:26])=[O:24])[CH2:13][C@:14]([CH:20]=[CH2:21])([CH3:19])[C@@H:15]([OH:18])[C@H:16]([CH3:17])[C@:5]3([C@@H:10]2[C:8](=[O:9])[CH2:7][CH2:6]3)[CH2:4][CH2:3]1.CCN(CC)CC.[CH3:35][S:36](Cl)(=[O:38])=[O:37]. Product: [CH3:1][C@H:2]1[C@@:11]2([CH3:27])[C@H:12]([O:22][C:23]([CH2:25][OH:26])=[O:24])[CH2:13][C@:14]([CH:20]=[CH2:21])([CH3:19])[C@@H:15]([OH:18])[C@H:16]([CH3:17])[C@:5]3([C@@H:10]2[C:8](=[O:9])[CH2:7][CH2:6]3)[CH2:4][CH2:3]1.[S:36]([O-:38])(=[O:9])(=[O:37])[CH3:35]. The catalyst class is: 7.